From a dataset of Peptide-MHC class I binding affinity with 185,985 pairs from IEDB/IMGT. Regression. Given a peptide amino acid sequence and an MHC pseudo amino acid sequence, predict their binding affinity value. This is MHC class I binding data. (1) The peptide sequence is LTSWIRYI. The MHC is Mamu-A01 with pseudo-sequence Mamu-A01. The binding affinity (normalized) is 0.535. (2) The peptide sequence is QEAYYRARA. The MHC is HLA-B18:01 with pseudo-sequence HLA-B18:01. The binding affinity (normalized) is 0. (3) The peptide sequence is GEIYKRWII. The MHC is HLA-B44:03 with pseudo-sequence HLA-B44:03. The binding affinity (normalized) is 0.0847. (4) The binding affinity (normalized) is 0.0847. The MHC is HLA-B46:01 with pseudo-sequence HLA-B46:01. The peptide sequence is GTEKLTITY.